Dataset: Experimentally validated miRNA-target interactions with 360,000+ pairs, plus equal number of negative samples. Task: Binary Classification. Given a miRNA mature sequence and a target amino acid sequence, predict their likelihood of interaction. (1) The miRNA is hsa-miR-28-5p with sequence AAGGAGCUCACAGUCUAUUGAG. The protein sequence of the target gene is MSATSWFLVSSSGARHRLPRELIFVGREECELMLQSRSVDKQHAVINYDQDRDEHWVKDLGSLNGTFVNDMRIPDQKYVTLKLNDVIRFGYDSNMYVLERVQHRVPEEALKHEKYTSQLQVSVKGLAPKRSEALPEHTPYCEASNPRPEKGDRRPGTEAASYRTPLYGQPSWWGEDDGSTLPDAQRQGEPYPERPKGPVQQDGELHGFRAPAEPQGCSFRREPSYFEIPTKETPQPSQPPEVPAHEMPTKDAEAGGGGAAPVVQSHASFTIEFDDCSPGKMKIKDHITKFSLRQRRPPGK.... Result: 0 (no interaction). (2) The miRNA is mmu-miR-3088-3p with sequence UUCAUGAGCAGCUGCAAAGGUGU. The protein sequence of the target gene is MEPEAPDSRKRPLETPPEVVCTKRSNTGEEGEYFLKVLIPSYAAGSIIGKGGQTIVQLQKETGATIKLSKSKDFYPGTTERVCLVQGTAEALNAVHSFIAEKVREIPQAMTKPEVVNILQPQTTMNPDRAKQAKLIVPNSTAGLIIGKGGATVKAVMEQSGAWVQLSQKPEGINLQERVVTVSGEPEQVHKAVSAIVQKVQEDPQSSSCLNISYANVAGPVANSNPTGSPYASPADVLPAAAAASAAAASGLLGPAGLAGVGAFPAALPAFSGTDLLAISTALNTLASYGYNTNSLGLGL.... Result: 0 (no interaction). (3) The miRNA is hsa-miR-1265 with sequence CAGGAUGUGGUCAAGUGUUGUU. The protein sequence of the target gene is MGWKMASPTDGTDLEASLLSFEKLDRASPDLWPEQLPGVAEFAASFKSPITSSPPKWMAEIERDDIDMLKELGSLTTANLMEKVRGLQNLAYQLGLDESREMTRGKFLNILEKPKK. Result: 1 (interaction). (4) The miRNA is hsa-miR-2116-3p with sequence CCUCCCAUGCCAAGAACUCCC. The protein sequence of the target gene is MNLAANRAPGRRRLPLPSPSLCQLLRVWGLLSLLPGSARVQAAEQRQVFQVMEEQPPGTLVGTIPTRPGFTYRLSESHALFAINSSTGALYTTATIDRESLPSDVVNLVVLSSSPTYPTEVRVLVRDLNDNAPVFPDPSIVVTFKEDSGSGRQVILDTATDSDIGSNGVDHHSYRIVSGNEAGRFRLDITLNPSGEGAFLHLVSKGGLDREVTPQYQLLVEVEDKGEPKRRGYLQVNVTVQDINDNPPVFGSSHYQAGVPEDAVVGSSVLQVAAADADEGTNADIRYRLQDEGTPFQMDP.... Result: 0 (no interaction). (5) The miRNA is rno-miR-124-3p with sequence UAAGGCACGCGGUGAAUGCC. The protein sequence of the target gene is MAEQESLEFGKADFVLMDTVSMPEFMANLRLRFEKGRIYTFIGEVVVSVNPYKVLNIYGRDTVEQYKGRELYERPPHLFAIADAAYKAMKRRSKDTCIMISGESGAGKTEASKYIMQYIAAITNPSQRAEIERVKNMLLKSNCVLEAFGNAKTNRNDNSSRFGKYMDINFDFKGDPIGGHINNYLLEKSRVIVQQPGERSFHSFYQLLQGGSEQMLHSLHLQKSLSSYNYIRVGAQLKSSINDAAEFKVVADAMKVIGFKPEEIQTVYKILAVILHLGNLKFIVDGDTPLIENGKVVSVI.... Result: 0 (no interaction). (6) The miRNA is mmu-miR-3079-5p with sequence UUUGAUCUGAUGAGCUAAGCUGG. The protein sequence of the target gene is MGCASAKHVATVQNEEEAQRGKSYQNGDVFGDEYRIKPVEEVKYMKNGAEEEQKIAARNQENLEKSASSNTRLKTNKEIPGLVHQPRANMHISESQQEFFRMLDEKIEKGRDYCSEEEDIT. Result: 0 (no interaction). (7) The miRNA is hsa-miR-4317 with sequence ACAUUGCCAGGGAGUUU. The protein sequence of the target gene is MGLLELCEQVFGTADLYQVLGVRREASDGEVRRGYHKVSLQVHPDRVEEDQKEDATRRFQILGRVYAVLSDKEQKAVYDEQGTVDEDSAGLNQDRDWDAYWRLLFKKISLEDIQAFEKTYKGSEEELNDIKQAYLDFKGDMDQIMESVLCVQYTDEPRIRNIIQKAIESKEIPAYSAFVKESKQKMNARKRRAQEEAKEAELSRKELGLEEGVDNLKALIQSRQKDRQKEMDSFLAQMEAKYCKPSKGGKRTALKKEKK. Result: 0 (no interaction). (8) The miRNA is hsa-miR-4668-3p with sequence GAAAAUCCUUUUUGUUUUUCCAG. The protein sequence of the target gene is MASPFALLMVLVVLSCKSSCSLGCDLPETHSLDNRRTLMLLAQMSRISPSSCLMDRHDFGFPQEEFDGNQFQKAPAISVLHELIQQIFNLFTTKDSSAAWDEDLLDKFCTELYQQLNDLEACVMQEERVGETPLMNADSILAVKKYFRRITLYLTEKKYSPCAWEVVRAEIMRSLSLSTNLQERLRRKE. Result: 0 (no interaction).